Dataset: Peptide-MHC class II binding affinity with 134,281 pairs from IEDB. Task: Regression. Given a peptide amino acid sequence and an MHC pseudo amino acid sequence, predict their binding affinity value. This is MHC class II binding data. (1) The peptide sequence is MCNKIKGSKIFNTRR. The MHC is DRB1_0101 with pseudo-sequence DRB1_0101. The binding affinity (normalized) is 0.825. (2) The peptide sequence is MATTLPVQRHPRSLF. The MHC is DRB1_0802 with pseudo-sequence DRB1_0802. The binding affinity (normalized) is 0.399. (3) The peptide sequence is LDLAVNAAVDAGIHF. The MHC is DRB1_1501 with pseudo-sequence DRB1_1501. The binding affinity (normalized) is 0.341. (4) The peptide sequence is ILAKAIFKLTYQNKV. The MHC is DRB1_0701 with pseudo-sequence DRB1_0701. The binding affinity (normalized) is 0.863. (5) The peptide sequence is YAKMRSAHTNDVKQL. The MHC is DRB1_1302 with pseudo-sequence DRB1_1302. The binding affinity (normalized) is 0.602. (6) The peptide sequence is AFKVALTAANAAPAN. The MHC is DRB1_0401 with pseudo-sequence DRB1_0401. The binding affinity (normalized) is 0.858. (7) The peptide sequence is CGGTGKNTIVIPKGD. The MHC is HLA-DPA10103-DPB10201 with pseudo-sequence HLA-DPA10103-DPB10201. The binding affinity (normalized) is 0.191.